This data is from Full USPTO retrosynthesis dataset with 1.9M reactions from patents (1976-2016). The task is: Predict the reactants needed to synthesize the given product. (1) Given the product [Si:1]([O:18][CH2:19][CH2:20][CH2:21][CH:22]([OH:25])[CH:23]([CH3:27])[CH3:24])([C:14]([CH3:16])([CH3:17])[CH3:15])([C:8]1[CH:9]=[CH:10][CH:11]=[CH:12][CH:13]=1)[C:2]1[CH:3]=[CH:4][CH:5]=[CH:6][CH:7]=1, predict the reactants needed to synthesize it. The reactants are: [Si:1]([O:18][CH2:19][CH2:20][CH2:21][CH:22]([OH:25])[CH2:23][CH3:24])([C:14]([CH3:17])([CH3:16])[CH3:15])([C:8]1[CH:13]=[CH:12][CH:11]=[CH:10][CH:9]=1)[C:2]1[CH:7]=[CH:6][CH:5]=[CH:4][CH:3]=1.[Si](OCCCC=O)(C(C)(C)C)(C1C=CC=CC=1)[C:27]1C=CC=CC=1.C([Mg]Br)(C)C. (2) Given the product [NH2:1][C:4]1[S:8][C:7]([S:9]([N:12]2[CH2:17][CH2:16][N:15]([C:18]3[N:23]=[CH:22][C:21]([C:24]([OH:30])([CH3:29])[C:25]([F:27])([F:28])[F:26])=[CH:20][N:19]=3)[C@@H:14]([CH3:31])[CH2:13]2)(=[O:10])=[O:11])=[CH:6][CH:5]=1, predict the reactants needed to synthesize it. The reactants are: [N+:1]([C:4]1[S:8][C:7]([S:9]([N:12]2[CH2:17][CH2:16][N:15]([C:18]3[N:23]=[CH:22][C:21]([C:24]([OH:30])([CH3:29])[C:25]([F:28])([F:27])[F:26])=[CH:20][N:19]=3)[C@@H:14]([CH3:31])[CH2:13]2)(=[O:11])=[O:10])=[CH:6][CH:5]=1)([O-])=O.C([O-])=O.[NH4+]. (3) The reactants are: [OH:1][NH:2][C:3]([C:5]1[CH:6]=[C:7]2[N:13]=[CH:12][N:11]([CH2:14][C:15]3[CH:20]=[CH:19][C:18]([O:21][CH2:22][C:23]4[CH:24]=[N:25][C:26]([O:29][CH3:30])=[CH:27][CH:28]=4)=[C:17]([O:31][CH3:32])[CH:16]=3)[C:8]2=[N:9][CH:10]=1)=[NH:4].[C:33]([O:37][C:38]([N:40]1[CH2:45][CH2:44][CH:43]([C:46](O)=O)[CH2:42][CH2:41]1)=[O:39])([CH3:36])([CH3:35])[CH3:34].F[P-](F)(F)(F)(F)F.CN(C(N(C)C)=[N+]1C2C(=NC=CC=2)[N+]([O-])=N1)C.C(N(CC)C(C)C)(C)C. Given the product [CH3:32][O:31][C:17]1[CH:16]=[C:15]([CH:20]=[CH:19][C:18]=1[O:21][CH2:22][C:23]1[CH:24]=[N:25][C:26]([O:29][CH3:30])=[CH:27][CH:28]=1)[CH2:14][N:11]1[C:8]2=[N:9][CH:10]=[C:5]([C:3]3[N:4]=[C:46]([CH:43]4[CH2:44][CH2:45][N:40]([C:38]([O:37][C:33]([CH3:34])([CH3:36])[CH3:35])=[O:39])[CH2:41][CH2:42]4)[O:1][N:2]=3)[CH:6]=[C:7]2[N:13]=[CH:12]1, predict the reactants needed to synthesize it. (4) Given the product [Cl:17][C:18]1[CH:19]=[C:20]([CH:34]=[CH:35][C:36]=1[Cl:37])[CH2:21][C:22]1[C:23](=[O:24])[NH:10][C:8]([C:11]2[CH:16]=[CH:15][CH:14]=[CH:13][N:12]=2)=[N:9][C:28]=1[C:29]([F:31])([F:32])[F:30], predict the reactants needed to synthesize it. The reactants are: C(=O)([O-])[O-].[K+].[K+].Cl.[C:8]([C:11]1[CH:16]=[CH:15][CH:14]=[CH:13][N:12]=1)(=[NH:10])[NH2:9].[Cl:17][C:18]1[CH:19]=[C:20]([CH:34]=[CH:35][C:36]=1[Cl:37])[CH2:21][CH:22]([C:28](=O)[C:29]([F:32])([F:31])[F:30])[C:23](OCC)=[O:24].